This data is from Reaction yield outcomes from USPTO patents with 853,638 reactions. The task is: Predict the reaction yield, written as a fraction of the theoretical maximum amount of product (1.0 means a 100% yield; for example, 0.34 means a 34% yield). The reactants are C([O:8][C:9]([C:11]1[CH:20]=[CH:19][C:14]([C:15]([O:17][CH3:18])=[O:16])=[C:13]([F:21])[CH:12]=1)=[O:10])C1C=CC=CC=1. The catalyst is C(O)C.[C].[Pd]. The product is [F:21][C:13]1[CH:12]=[C:11]([CH:20]=[CH:19][C:14]=1[C:15]([O:17][CH3:18])=[O:16])[C:9]([OH:10])=[O:8]. The yield is 1.00.